The task is: Predict the reactants needed to synthesize the given product.. This data is from Full USPTO retrosynthesis dataset with 1.9M reactions from patents (1976-2016). (1) Given the product [C:30]1([C:40]2[CH:45]=[CH:44][CH:43]=[CH:42][CH:41]=2)[CH:35]=[CH:34][C:33]([S:36]([NH:1][C:4]2[CH:5]=[C:6]3[C:10](=[CH:11][CH:12]=2)[N:9]([CH2:13][C:14]([NH:16][C@H:17]([C:25]([OH:27])=[O:26])[CH2:18][C:19]2[CH:20]=[CH:21][CH:22]=[CH:23][CH:24]=2)=[O:15])[CH:8]=[CH:7]3)(=[O:38])=[O:37])=[CH:32][CH:31]=1, predict the reactants needed to synthesize it. The reactants are: [N+:1]([C:4]1[CH:5]=[C:6]2[C:10](=[CH:11][CH:12]=1)[N:9]([CH2:13][C:14]([NH:16][C@H:17]([C:25]([O:27]CC)=[O:26])[CH2:18][C:19]1[CH:24]=[CH:23][CH:22]=[CH:21][CH:20]=1)=[O:15])[CH:8]=[CH:7]2)([O-])=O.[C:30]1([C:40]2[CH:45]=[CH:44][CH:43]=[CH:42][CH:41]=2)[CH:35]=[CH:34][C:33]([S:36](Cl)(=[O:38])=[O:37])=[CH:32][CH:31]=1. (2) Given the product [CH2:1]([O:4][C@@H:5]1[C@@H:19]([O:20][CH2:21][CH:22]=[CH2:23])[C@@H:18]([O:24][CH2:25][CH:26]=[CH2:27])[C@@H:17]([CH2:28][OH:29])[O:16][C@@H:6]1[O:7][C:8]1[CH:9]=[CH:10][C:11]([O:14][CH3:15])=[CH:12][CH:13]=1)[CH:2]=[CH2:3], predict the reactants needed to synthesize it. The reactants are: [CH2:1]([O:4][C@@H:5]1[C@@H:19]([O:20][CH2:21][CH:22]=[CH2:23])[C@@H:18]([O:24][CH2:25][CH:26]=[CH2:27])[C@@H:17]([CH2:28][O:29]C(C2C=CC=CC=2)(C2C=CC=CC=2)C2C=CC=CC=2)[O:16][C@@H:6]1[O:7][C:8]1[CH:13]=[CH:12][C:11]([O:14][CH3:15])=[CH:10][CH:9]=1)[CH:2]=[CH2:3].[N+]([O-])([O-])=O.[NH4+].[Ce].C(C#N)(Cl)(Cl)Cl.C([O-])([O-])=O.[K+].[K+]. (3) Given the product [CH3:1][C:2]1[C:3]([OH:4])=[N:17][CH:16]=[N:18][C:7]=1[CH2:8][O:9][CH3:10], predict the reactants needed to synthesize it. The reactants are: [CH3:1][CH:2]([C:7](=O)[CH2:8][O:9][CH3:10])[C:3](OC)=[O:4].C(O)(=O)C.[CH:16]([NH2:18])=[NH:17].C[O-].[Na+]. (4) Given the product [CH2:14]([O:13][C:11](=[O:12])[CH2:10][C@H:9]([NH:16][C:17](=[O:27])[CH2:18][CH2:19][C:20]([O:22][C:23]([CH3:26])([CH3:25])[CH3:24])=[O:21])[CH2:8][C:5]1[CH:6]=[CH:7][C:2]([C:31]2[CH:30]=[C:29]([F:28])[CH:34]=[CH:33][C:32]=2[O:38][CH3:39])=[CH:3][CH:4]=1)[CH3:15], predict the reactants needed to synthesize it. The reactants are: Br[C:2]1[CH:7]=[CH:6][C:5]([CH2:8][C@@H:9]([NH:16][C:17](=[O:27])[CH2:18][CH2:19][C:20]([O:22][C:23]([CH3:26])([CH3:25])[CH3:24])=[O:21])[CH2:10][C:11]([O:13][CH2:14][CH3:15])=[O:12])=[CH:4][CH:3]=1.[F:28][C:29]1[CH:30]=[CH:31][C:32]([O:38][CH3:39])=[C:33](B(O)O)[CH:34]=1.C([O-])([O-])=O.[Na+].[Na+]. (5) Given the product [N+:1]([C:4]1[CH:12]=[C:11]2[C:7]([C:8]([CH:22]=[CH:23][C:24]3[CH:29]=[CH:28][CH:27]=[CH:26][CH:25]=3)=[N:9][N:10]2[CH2:13][O:14][CH2:15][CH2:16][Si:17]([CH3:20])([CH3:19])[CH3:18])=[CH:6][CH:5]=1)([O-:3])=[O:2], predict the reactants needed to synthesize it. The reactants are: [N+:1]([C:4]1[CH:12]=[C:11]2[C:7]([C:8](I)=[N:9][N:10]2[CH2:13][O:14][CH2:15][CH2:16][Si:17]([CH3:20])([CH3:19])[CH3:18])=[CH:6][CH:5]=1)([O-:3])=[O:2].[CH:22](B(O)O)=[CH:23][C:24]1[CH:29]=[CH:28][CH:27]=[CH:26][CH:25]=1.C1(C)C=CC=CC=1.[OH-].[Na+]. (6) Given the product [ClH:43].[NH2:34][C@H:29]([CH2:30][CH2:31][S:32][CH3:33])[C:28]([N:25]1[CH2:26][CH2:27][CH:22]([N:13]2[N:12]=[C:11]([C:5]3[CH:6]=[CH:7][C:8]([O:9][CH3:10])=[C:3]([O:2][CH3:1])[CH:4]=3)[C@@H:20]3[C@@H:15]([CH2:16][CH2:17][CH2:18][CH2:19]3)[C:14]2=[O:21])[CH2:23][CH2:24]1)=[O:42], predict the reactants needed to synthesize it. The reactants are: [CH3:1][O:2][C:3]1[CH:4]=[C:5]([C:11]2[C@@H:20]3[C@@H:15]([CH2:16][CH2:17][CH2:18][CH2:19]3)[C:14](=[O:21])[N:13]([CH:22]3[CH2:27][CH2:26][N:25]([C:28](=[O:42])[C@H:29]([NH:34]C(=O)OC(C)(C)C)[CH2:30][CH2:31][S:32][CH3:33])[CH2:24][CH2:23]3)[N:12]=2)[CH:6]=[CH:7][C:8]=1[O:9][CH3:10].[ClH:43].